Dataset: Full USPTO retrosynthesis dataset with 1.9M reactions from patents (1976-2016). Task: Predict the reactants needed to synthesize the given product. (1) Given the product [CH3:16][C:14]1[S:13][C:4]2[NH:5][C:6]3[CH:12]=[CH:11][CH:10]=[CH:9][C:7]=3[N:8]=[C:2]([N:1]3[CH2:22][CH2:23][N:18]([CH3:17])[CH2:19][CH2:20]3)[C:3]=2[CH:15]=1, predict the reactants needed to synthesize it. The reactants are: [NH2:1][C:2]1[C:3]2[CH:15]=[C:14]([CH3:16])[S:13][C:4]=2[NH:5][C:6]2[CH:12]=[CH:11][CH:10]=[CH:9][C:7]=2[N:8]=1.[CH3:17][N:18]1[CH2:23][CH2:22]N[CH2:20][CH2:19]1.CO. (2) Given the product [Cl:1][C:2]1[CH:13]=[CH:12][C:5]([C:6](=[O:7])[CH2:14][CH3:15])=[CH:4][CH:3]=1, predict the reactants needed to synthesize it. The reactants are: [Cl:1][C:2]1[CH:13]=[CH:12][C:5]([C:6](N(OC)C)=[O:7])=[CH:4][CH:3]=1.[CH2:14]([Mg]Br)[CH3:15].